This data is from Full USPTO retrosynthesis dataset with 1.9M reactions from patents (1976-2016). The task is: Predict the reactants needed to synthesize the given product. (1) Given the product [F:1][C:2]1[CH:7]=[CH:6][C:5]([S:8]([N:11]2[C:20]3[C:15](=[CH:16][C:17]([CH3:24])=[C:18]([NH2:21])[CH:19]=3)[CH2:14][CH2:13][CH2:12]2)(=[O:9])=[O:10])=[CH:4][CH:3]=1, predict the reactants needed to synthesize it. The reactants are: [F:1][C:2]1[CH:7]=[CH:6][C:5]([S:8]([N:11]2[C:20]3[C:15](=[CH:16][C:17]([CH3:24])=[C:18]([N+:21]([O-])=O)[CH:19]=3)[CH2:14][CH2:13][CH2:12]2)(=[O:10])=[O:9])=[CH:4][CH:3]=1. (2) The reactants are: [CH3:1]/[C:2](/[CH2:35][CH2:36][CH:37]=[CH2:38])=[CH:3]/[C:4]([O:6][C@@H:7]1[CH2:12][C@@H:11]([CH2:13][CH2:14][CH2:15][CH:16]=[CH2:17])[O:10][C@@:9]([O:33]C)([C@@H:18]2[CH2:22][S:21][C:20](=[O:23])[N:19]2CC2C=CC(OC)=CC=2)[CH2:8]1)=[O:5].CO[C@]1([C@@H]2CSC(=O)N2CC2C=CC(OC)=CC=2)C[C@H]2C[C@@H](CCCC=CCCC(C)=CC(=O)O2)O1. Given the product [CH3:1]/[C:2](/[CH2:35][CH2:36][CH:37]=[CH2:38])=[CH:3]/[C:4]([O:6][C@@H:7]1[CH2:12][C@@H:11]([CH2:13][CH2:14][CH2:15][CH:16]=[CH2:17])[O:10][C@@:9]([OH:33])([C@@H:18]2[CH2:22][S:21][C:20](=[O:23])[NH:19]2)[CH2:8]1)=[O:5], predict the reactants needed to synthesize it. (3) Given the product [CH3:28][C:26]1[N:27]=[C:23]([N:4]2[CH2:5][CH2:6][CH2:7][N:1]([C:8]([CH:10]3[CH2:15][CH2:14][O:13][CH2:12][CH2:11]3)=[O:9])[CH2:2][CH2:3]2)[S:24][CH:25]=1, predict the reactants needed to synthesize it. The reactants are: [N:1]1([C:8]([CH:10]2[CH2:15][CH2:14][O:13][CH2:12][CH2:11]2)=[O:9])[CH2:7][CH2:6][CH2:5][NH:4][CH2:3][CH2:2]1.C(=O)([O-])[O-].[K+].[K+].Cl[C:23]1[S:24][CH:25]=[C:26]([CH3:28])[N:27]=1.C(OCC)(=O)C. (4) Given the product [CH3:1][C:2]1[N:3]=[C:4]([C:22]2[CH:27]=[CH:26][C:25]([C:28]([F:31])([F:29])[F:30])=[CH:24][CH:23]=2)[S:5][C:6]=1[C@H:7]([OH:10])[CH2:8][CH3:9], predict the reactants needed to synthesize it. The reactants are: [CH3:1][C:2]1[N:3]=[C:4]([C:22]2[CH:27]=[CH:26][C:25]([C:28]([F:31])([F:30])[F:29])=[CH:24][CH:23]=2)[S:5][C:6]=1[C@H:7]([O:10]C(=O)[C@H](OC)C1C=CC=CC=1)[CH2:8][CH3:9].[OH-].[Na+].Cl. (5) The reactants are: [OH:1][CH2:2][C:3]1[CH:12]=[CH:11][CH:10]=[C:9]2[C:4]=1[C:5](=[O:22])[N:6]([C:14]1[S:18][CH:17]=[C:16]([C:19](O)=[O:20])[CH:15]=1)[C:7](=[O:13])[NH:8]2.[CH3:23][NH:24][C:25]1[CH:30]=[CH:29][CH:28]=[CH:27][CH:26]=1.CN1C=CN=C1.Cl.C(N=C=NCCCN(C)C)C.Cl. Given the product [OH:1][CH2:2][C:3]1[CH:12]=[CH:11][CH:10]=[C:9]2[C:4]=1[C:5](=[O:22])[N:6]([C:14]1[S:18][CH:17]=[C:16]([C:19]([N:24]([CH3:23])[C:25]3[CH:30]=[CH:29][CH:28]=[CH:27][CH:26]=3)=[O:20])[CH:15]=1)[C:7](=[O:13])[NH:8]2, predict the reactants needed to synthesize it. (6) Given the product [CH3:1][O:2][C:3]1[CH:4]=[C:5]([C:11]2[S:15][C:14]3=[N:16][C:17]([CH3:20])=[C:18]([C:24]4[CH:25]=[CH:26][C:27]([S:28]([CH3:31])(=[O:29])=[O:30])=[C:22]([F:21])[CH:23]=4)[N:13]3[N:12]=2)[CH:6]=[CH:7][C:8]=1[O:9][CH3:10], predict the reactants needed to synthesize it. The reactants are: [CH3:1][O:2][C:3]1[CH:4]=[C:5]([C:11]2[S:15][C:14]3=[N:16][C:17]([CH3:20])=[C:18](I)[N:13]3[N:12]=2)[CH:6]=[CH:7][C:8]=1[O:9][CH3:10].[F:21][C:22]1[CH:23]=[C:24](B(O)O)[CH:25]=[CH:26][C:27]=1[S:28]([CH3:31])(=[O:30])=[O:29].C(=O)([O-])[O-].[K+].[K+].O.